This data is from NCI-60 drug combinations with 297,098 pairs across 59 cell lines. The task is: Regression. Given two drug SMILES strings and cell line genomic features, predict the synergy score measuring deviation from expected non-interaction effect. Drug 1: CC1C(C(CC(O1)OC2CC(CC3=C2C(=C4C(=C3O)C(=O)C5=C(C4=O)C(=CC=C5)OC)O)(C(=O)CO)O)N)O.Cl. Drug 2: CC(C)(C#N)C1=CC(=CC(=C1)CN2C=NC=N2)C(C)(C)C#N. Cell line: PC-3. Synergy scores: CSS=15.5, Synergy_ZIP=-3.57, Synergy_Bliss=-2.08, Synergy_Loewe=-1.96, Synergy_HSA=-2.59.